Dataset: Reaction yield outcomes from USPTO patents with 853,638 reactions. Task: Predict the reaction yield, written as a fraction of the theoretical maximum amount of product (1.0 means a 100% yield; for example, 0.34 means a 34% yield). (1) No catalyst specified. The reactants are [ClH:1].[NH2:2][C:3]1[N:8]=[CH:7][C:6](/[CH:9]=[CH:10]/[C:11](O)=[O:12])=[CH:5][C:4]=1[CH2:14][N:15]1[CH2:20][CH2:19][CH:18]([CH2:21][C:22]2[CH:27]=CC=[CH:24][CH:23]=2)[CH2:17][CH2:16]1.Cl.[CH3:29][N:30]1[CH2:36][C:35]2[CH:37]=[C:38](/[CH:41]=[CH:42]/[C:43](O)=O)C=N[C:34]=2[NH:33][C:32](=O)[CH2:31]1.CN[CH2:49][C:50]1N(C)C2C(C=1)=CC=CC=2.CNCC1C=CC2C(=CC=CC=2)C=1CCC. The yield is 0.300. The product is [ClH:1].[NH2:2][C:3]1[N:8]=[CH:7][C:6](/[CH:9]=[CH:10]/[C:11]([N:33]([CH3:34])[CH2:32][C:31]2[N:30]([CH3:29])[C:36]3[C:42]([CH:43]=2)=[CH:41][CH:38]=[CH:37][CH:35]=3)=[O:12])=[CH:5][C:4]=1[CH2:14][N:15]1[CH2:20][CH2:19][CH:18]([CH2:21][C:22]2[CH:23]=[CH:24][CH:50]=[CH:49][CH:27]=2)[CH2:17][CH2:16]1. (2) The reactants are [Cl:1][C:2]1[CH:3]=[C:4]([NH:9][C:10]2[N:22]=[CH:21][N:20]=[C:19]3[C:11]=2[C:12]2[CH:13]=[CH:14][C:15]4[C:16](=[CH:23][N:24]([CH2:26][CH2:27][OH:28])[N:25]=4)[C:17]=2[S:18]3)[CH:5]=[CH:6][C:7]=1[F:8].[CH3:29][S:30](O[S:30]([CH3:29])(=[O:32])=[O:31])(=[O:32])=[O:31].N1C=CC=CC=1. The catalyst is C(#N)C. The product is [Cl:1][C:2]1[CH:3]=[C:4]([NH:9][C:10]2[N:22]=[CH:21][N:20]=[C:19]3[C:11]=2[C:12]2[CH:13]=[CH:14][C:15]4[C:16](=[CH:23][N:24]([CH2:26][CH2:27][O:28][S:30]([CH3:29])(=[O:32])=[O:31])[N:25]=4)[C:17]=2[S:18]3)[CH:5]=[CH:6][C:7]=1[F:8]. The yield is 0.665. (3) The reactants are [C:1]([C:5]1[O:9][N:8]=[C:7]([NH:10][C:11]([NH:13][C:14]2[CH:19]=[CH:18][CH:17]=[C:16]([S:20][C:21]3[C:30]4[C:25](=[CH:26][C:27]([O:41][CH3:42])=[C:28]([O:31][CH2:32][CH2:33][CH2:34][N:35]5[CH2:40][CH2:39]CC[CH2:36]5)[CH:29]=4)[N:24]=[CH:23][N:22]=3)[CH:15]=2)=[O:12])[CH:6]=1)([CH3:4])([CH3:3])[CH3:2].[OH:43][CH2:44][CH2:45][N:46]1CCNC[CH2:47]1. No catalyst specified. The product is [C:1]([C:5]1[O:9][N:8]=[C:7]([NH:10][C:11]([NH:13][C:14]2[CH:19]=[CH:18][CH:17]=[C:16]([S:20][C:21]3[C:30]4[C:25](=[CH:26][C:27]([O:41][CH3:42])=[C:28]([O:31][CH2:32][CH2:33][CH2:34][N:35]5[CH2:36][CH2:47][N:46]([CH2:45][CH2:44][OH:43])[CH2:39][CH2:40]5)[CH:29]=4)[N:24]=[CH:23][N:22]=3)[CH:15]=2)=[O:12])[CH:6]=1)([CH3:2])([CH3:3])[CH3:4]. The yield is 0.0700.